Task: Predict which catalyst facilitates the given reaction.. Dataset: Catalyst prediction with 721,799 reactions and 888 catalyst types from USPTO The catalyst class is: 10. Product: [CH3:15][O:16][CH2:17][N:12]1[CH:13]=[C:9]([B:4]2[O:5][C:6]([CH3:7])([CH3:8])[C:2]([CH3:14])([CH3:1])[O:3]2)[CH:10]=[N:11]1. Reactant: [CH3:1][C:2]1([CH3:14])[C:6]([CH3:8])([CH3:7])[O:5][B:4]([C:9]2[CH:10]=[N:11][NH:12][CH:13]=2)[O:3]1.[CH3:15][O:16][CH2:17]I.C(=O)([O-])[O-].[K+].[K+].